Dataset: NCI-60 drug combinations with 297,098 pairs across 59 cell lines. Task: Regression. Given two drug SMILES strings and cell line genomic features, predict the synergy score measuring deviation from expected non-interaction effect. (1) Drug 1: C1=CC(=CC=C1CCCC(=O)O)N(CCCl)CCCl. Drug 2: CC(C)(C#N)C1=CC(=CC(=C1)CN2C=NC=N2)C(C)(C)C#N. Cell line: HCT116. Synergy scores: CSS=43.0, Synergy_ZIP=1.24, Synergy_Bliss=-1.07, Synergy_Loewe=-0.142, Synergy_HSA=-0.516. (2) Drug 1: CC1CCC2CC(C(=CC=CC=CC(CC(C(=O)C(C(C(=CC(C(=O)CC(OC(=O)C3CCCCN3C(=O)C(=O)C1(O2)O)C(C)CC4CCC(C(C4)OC)OCCO)C)C)O)OC)C)C)C)OC. Drug 2: CN1C2=C(C=C(C=C2)N(CCCl)CCCl)N=C1CCCC(=O)O.Cl. Cell line: MDA-MB-231. Synergy scores: CSS=14.4, Synergy_ZIP=-3.55, Synergy_Bliss=-1.20, Synergy_Loewe=-87.7, Synergy_HSA=-3.59.